The task is: Regression. Given a peptide amino acid sequence and an MHC pseudo amino acid sequence, predict their binding affinity value. This is MHC class II binding data.. This data is from Peptide-MHC class II binding affinity with 134,281 pairs from IEDB. (1) The peptide sequence is CGRRHSVRIRVRSGG. The MHC is DRB1_0401 with pseudo-sequence DRB1_0401. The binding affinity (normalized) is 0.222. (2) The peptide sequence is YDKFDANVSTVLTGK. The MHC is DRB1_1602 with pseudo-sequence DRB1_1602. The binding affinity (normalized) is 0.451.